Dataset: Forward reaction prediction with 1.9M reactions from USPTO patents (1976-2016). Task: Predict the product of the given reaction. (1) Given the reactants I[C:2]1[C:10]2[C:5](=[N:6][CH:7]=[N:8][C:9]=2[NH2:11])[NH:4][N:3]=1.[F:12][C:13]1[CH:14]=[C:15](B(O)O)[CH:16]=[C:17]([O:19][CH3:20])[CH:18]=1.C(=O)([O-])[O-].[Na+].[Na+].ClCCl, predict the reaction product. The product is: [F:12][C:13]1[CH:14]=[C:15]([C:2]2[C:10]3[C:5](=[N:6][CH:7]=[N:8][C:9]=3[NH2:11])[NH:4][N:3]=2)[CH:16]=[C:17]([O:19][CH3:20])[CH:18]=1. (2) Given the reactants [CH3:1][N:2]1[C:6]([C:7]2[CH:8]=[C:9]([NH2:23])[CH:10]=[CH:11][C:12]=2[O:13][CH2:14][CH2:15][N:16]2[CH2:22][CH2:21][CH2:20][O:19][CH2:18][CH2:17]2)=[CH:5][CH:4]=[N:3]1.CC(N(C)C)=O.Cl[C:31]([O:33][CH:34]([CH3:36])[CH3:35])=[O:32], predict the reaction product. The product is: [CH:34]([O:33][C:31](=[O:32])[NH:23][C:9]1[CH:10]=[CH:11][C:12]([O:13][CH2:14][CH2:15][N:16]2[CH2:22][CH2:21][CH2:20][O:19][CH2:18][CH2:17]2)=[C:7]([C:6]2[N:2]([CH3:1])[N:3]=[CH:4][CH:5]=2)[CH:8]=1)([CH3:36])[CH3:35]. (3) Given the reactants Cl[C:2]1[C:3]2[CH:10]=[C:9](I)[N:8]([CH2:12][O:13][CH2:14][CH2:15][Si:16]([CH3:19])([CH3:18])[CH3:17])[C:4]=2[N:5]=[CH:6][N:7]=1.[CH3:20][C:21]1[CH:22]=[C:23]([N:36]2[CH2:41][CH2:40][O:39][CH2:38][CH2:37]2)[CH:24]=[CH:25][C:26]=1B1OC(C)(C)C(C)(C)O1.C([O-])([O-])=O.[Na+].[Na+].C([O-])(=O)C.[K+].[C:53]([O:57][C:58]([N:60]1[CH2:65][CH2:64][CH:63]([O:66][C:67]2[CH:72]=[CH:71][C:70](B(O)O)=[CH:69][C:68]=2[C:76]#[N:77])[CH2:62][CH2:61]1)=[O:59])([CH3:56])([CH3:55])[CH3:54], predict the reaction product. The product is: [C:76]([C:68]1[CH:69]=[C:70]([C:2]2[C:3]3[CH:10]=[C:9]([C:26]4[CH:25]=[CH:24][C:23]([N:36]5[CH2:37][CH2:38][O:39][CH2:40][CH2:41]5)=[CH:22][C:21]=4[CH3:20])[N:8]([CH2:12][O:13][CH2:14][CH2:15][Si:16]([CH3:19])([CH3:18])[CH3:17])[C:4]=3[N:5]=[CH:6][N:7]=2)[CH:71]=[CH:72][C:67]=1[O:66][CH:63]1[CH2:64][CH2:65][N:60]([C:58]([O:57][C:53]([CH3:56])([CH3:55])[CH3:54])=[O:59])[CH2:61][CH2:62]1)#[N:77].